Dataset: Reaction yield outcomes from USPTO patents with 853,638 reactions. Task: Predict the reaction yield, written as a fraction of the theoretical maximum amount of product (1.0 means a 100% yield; for example, 0.34 means a 34% yield). (1) The reactants are I[C:2]1[C:10]2[C:9]([NH2:11])=[N:8][CH:7]=[N:6][C:5]=2[N:4]([C@@H:12]2[O:18][C@H:17]([CH2:19][OH:20])[C@@H:15]([OH:16])[C@@:13]2([CH3:21])[OH:14])[CH:3]=1.[NH:22]1[C:26](B(O)O)=[CH:25][CH:24]=[N:23]1.C([O-])([O-])=O.[Na+].[Na+]. The catalyst is O1CCOCC1.C1C=CC([P]([Pd]([P](C2C=CC=CC=2)(C2C=CC=CC=2)C2C=CC=CC=2)([P](C2C=CC=CC=2)(C2C=CC=CC=2)C2C=CC=CC=2)[P](C2C=CC=CC=2)(C2C=CC=CC=2)C2C=CC=CC=2)(C2C=CC=CC=2)C2C=CC=CC=2)=CC=1. The product is [CH3:21][C@@:13]1([OH:14])[C@H:15]([OH:16])[C@@H:17]([CH2:19][OH:20])[O:18][C@H:12]1[N:4]1[C:5]2[N:6]=[CH:7][N:8]=[C:9]([NH2:11])[C:10]=2[C:2]([C:24]2[NH:23][N:22]=[CH:26][CH:25]=2)=[CH:3]1. The yield is 0.650. (2) The reactants are [CH3:1][O:2][C:3]1[CH:19]=[CH:18][CH:17]=[CH:16][C:4]=1[O:5][CH2:6][CH:7]([OH:15])[CH2:8][N:9]1[CH2:14][CH2:13][NH:12][CH2:11][CH2:10]1.Cl[CH2:21][C:22]([NH:24][C:25]1[C:30]([CH3:31])=[CH:29][CH:28]=[CH:27][C:26]=1[CH3:32])=[O:23].C(=O)([O-])[O-].[K+].[K+].[I-].[Na+]. The catalyst is CN(C)C=O. The product is [CH3:31][C:30]1[CH:29]=[CH:28][CH:27]=[C:26]([CH3:32])[C:25]=1[NH:24][C:22](=[O:23])[CH2:21][N:12]1[CH2:13][CH2:14][N:9]([CH2:8][CH:7]([OH:15])[CH2:6][O:5][C:4]2[CH:16]=[CH:17][CH:18]=[CH:19][C:3]=2[O:2][CH3:1])[CH2:10][CH2:11]1. The yield is 0.340.